Dataset: Full USPTO retrosynthesis dataset with 1.9M reactions from patents (1976-2016). Task: Predict the reactants needed to synthesize the given product. Given the product [NH2:1][C:2]1[N:3]=[C:4]([Cl:9])[CH:5]=[C:6]([N:23]2[CH2:24][CH2:25][CH2:26][N:20]([CH3:19])[CH2:21][CH2:22]2)[N:7]=1, predict the reactants needed to synthesize it. The reactants are: [NH2:1][C:2]1[N:7]=[C:6](Cl)[CH:5]=[C:4]([Cl:9])[N:3]=1.CCN(C(C)C)C(C)C.[CH3:19][N:20]1[CH2:26][CH2:25][CH2:24][NH:23][CH2:22][CH2:21]1.